This data is from Catalyst prediction with 721,799 reactions and 888 catalyst types from USPTO. The task is: Predict which catalyst facilitates the given reaction. Reactant: [NH2:1][C:2]1[CH:10]=[C:9]([O:11][CH3:12])[CH:8]=[C:7]([O:13][CH3:14])[C:3]=1[C:4]([NH2:6])=[O:5].[Si:15]([O:22][CH2:23][CH2:24][O:25][C:26]1[CH:27]=[CH:28][C:29]([CH:38]=O)=[N:30][C:31]=1[C:32]1[CH:37]=[CH:36][CH:35]=[CH:34][CH:33]=1)([C:18]([CH3:21])([CH3:20])[CH3:19])([CH3:17])[CH3:16].OS([O-])=O.[Na+].O.C1(C)C=CC(S(O)(=O)=O)=CC=1. Product: [Si:15]([O:22][CH2:23][CH2:24][O:25][C:26]1[CH:27]=[CH:28][C:29]([C:38]2[NH:6][C:4](=[O:5])[C:3]3[C:2](=[CH:10][C:9]([O:11][CH3:12])=[CH:8][C:7]=3[O:13][CH3:14])[N:1]=2)=[N:30][C:31]=1[C:32]1[CH:33]=[CH:34][CH:35]=[CH:36][CH:37]=1)([C:18]([CH3:21])([CH3:20])[CH3:19])([CH3:16])[CH3:17]. The catalyst class is: 80.